Dataset: Forward reaction prediction with 1.9M reactions from USPTO patents (1976-2016). Task: Predict the product of the given reaction. (1) The product is: [Br:14][CH2:15][CH2:16][CH2:17][CH2:18][CH2:19][CH2:20][N:12]1[C:11]2[CH:10]=[CH:9][CH:8]=[CH:7][C:6]=2[C:5]2[C:13]1=[CH:1][CH:2]=[CH:3][CH:4]=2. Given the reactants [CH:1]1[C:13]2[NH:12][C:11]3[C:6](=[CH:7][CH:8]=[CH:9][CH:10]=3)[C:5]=2[CH:4]=[CH:3][CH:2]=1.[Br:14][CH2:15][CH2:16][CH2:17][CH2:18][CH2:19][CH2:20]Br.CC([O-])(C)C.[K+], predict the reaction product. (2) Given the reactants Br[C:2]1[CH:3]=[C:4]2[C:9](=[CH:10][C:11]=1[C:12]#[N:13])[N:8]([C:14]1[C:18]3[CH2:19][N:20]([C:23]([NH:25][CH3:26])=[O:24])[CH2:21][CH2:22][C:17]=3[N:16]([CH:27]3[CH2:32][CH2:31][O:30][CH2:29][CH2:28]3)[N:15]=1)[CH2:7][CH2:6][CH2:5]2.[CH3:33][C:34]1([CH3:50])[C:38]([CH3:40])([CH3:39])[O:37][B:36]([B:36]2[O:37][C:38]([CH3:40])([CH3:39])[C:34]([CH3:50])([CH3:33])[O:35]2)[O:35]1.CC([O-])=O.[K+], predict the reaction product. The product is: [C:12]([C:11]1[CH:10]=[C:9]2[C:4]([CH2:5][CH2:6][CH2:7][N:8]2[C:14]2[C:18]3[CH2:19][N:20]([C:23]([NH:25][CH3:26])=[O:24])[CH2:21][CH2:22][C:17]=3[N:16]([CH:27]3[CH2:32][CH2:31][O:30][CH2:29][CH2:28]3)[N:15]=2)=[CH:3][C:2]=1[B:36]1[O:37][C:38]([CH3:40])([CH3:39])[C:34]([CH3:50])([CH3:33])[O:35]1)#[N:13].